The task is: Predict the reactants needed to synthesize the given product.. This data is from Full USPTO retrosynthesis dataset with 1.9M reactions from patents (1976-2016). (1) Given the product [CH2:1]([O:3][C:4]([N:6]1[C:15]2[C:10](=[N:11][C:12]([O:16][CH3:17])=[CH:13][CH:14]=2)[C@@H:9]([NH:18][C:19]2[N:20]=[C:21]([CH2:34][C:33]3[CH:36]=[C:37]([C:39]([F:41])([F:42])[F:40])[CH:38]=[C:31]([C:30]([F:29])([F:43])[F:44])[CH:32]=3)[C:22]([Br:25])=[CH:23][N:24]=2)[CH2:8][C@H:7]1[CH3:26])=[O:5])[CH3:2], predict the reactants needed to synthesize it. The reactants are: [CH2:1]([O:3][C:4]([N:6]1[C:15]2[C:10](=[N:11][C:12]([O:16][CH3:17])=[CH:13][CH:14]=2)[C@@H:9]([NH:18][C:19]2[N:24]=[CH:23][C:22]([Br:25])=[CH:21][N:20]=2)[CH2:8][C@H:7]1[CH3:26])=[O:5])[CH3:2].[H-].[Na+].[F:29][C:30]([F:44])([F:43])[C:31]1[CH:32]=[C:33]([CH:36]=[C:37]([C:39]([F:42])([F:41])[F:40])[CH:38]=1)[CH2:34]Br.O. (2) Given the product [CH3:1][C:2]1[C:11]([N+:12]([O-:14])=[O:13])=[CH:10][C:5]2[O:6][CH2:7][CH2:8][O:9][C:4]=2[CH:3]=1, predict the reactants needed to synthesize it. The reactants are: [CH3:1][C:2]1[CH:11]=[CH:10][C:5]2[O:6][CH2:7][CH2:8][O:9][C:4]=2[CH:3]=1.[N+:12]([O-])([OH:14])=[O:13]. (3) Given the product [OH:8][CH2:9][CH2:10][CH2:11][CH2:12][O:13][C:14]1([C:40]2[CH:45]=[CH:44][CH:43]=[CH:42][C:41]=2[CH3:46])[CH2:15][N:16]([C:18](=[O:39])[C@H:19]([NH:29][C:30](=[O:38])[CH2:31][CH2:32][C:33]2[N:34]=[CH:35][NH:36][CH:37]=2)[CH2:20][C:21]2[CH:22]=[CH:23][C:24]([O:27][CH3:28])=[CH:25][CH:26]=2)[CH2:17]1, predict the reactants needed to synthesize it. The reactants are: C([O:8][CH2:9][CH2:10][CH2:11][CH2:12][O:13][C:14]1([C:40]2[CH:45]=[CH:44][CH:43]=[CH:42][C:41]=2[CH3:46])[CH2:17][N:16]([C:18](=[O:39])[C@H:19]([NH:29][C:30](=[O:38])[CH2:31][CH2:32][C:33]2[N:34]=[CH:35][NH:36][CH:37]=2)[CH2:20][C:21]2[CH:26]=[CH:25][C:24]([O:27][CH3:28])=[CH:23][CH:22]=2)[CH2:15]1)C1C=CC=CC=1.C. (4) Given the product [CH3:1][O:53][C:34]1[CH:33]=[C:12]([CH:11]=[CH:10][C:35]=1[O:36][CH3:37])[O:13][CH2:14][C:15]1[O:16][C:19]([C@@H:21]2[CH2:25][CH2:24][CH2:23][N:22]2[C:26]([O:28][C:29]([CH3:30])([CH3:31])[CH3:32])=[O:27])=[N:18][N:17]=1, predict the reactants needed to synthesize it. The reactants are: [C:1]1(C)C=CC=CC=1.CO[C:10]1[CH:11]=[C:12]([CH:33]=[CH:34][C:35]=1[O:36][CH3:37])[O:13][CH2:14][C:15]([NH:17][NH:18][C:19]([C@@H:21]1[CH2:25][CH2:24][CH2:23][N:22]1[C:26]([O:28][C:29]([CH3:32])([CH3:31])[CH3:30])=[O:27])=O)=[O:16].CC[N+](S(N=C(OC)[O-])(=O)=O)(CC)CC.[OH2:53].